This data is from Forward reaction prediction with 1.9M reactions from USPTO patents (1976-2016). The task is: Predict the product of the given reaction. (1) Given the reactants C(O)C.[BH4-].[Na+].[Cl-].[Ca+2].[Cl-].[CH:9]([N:12]([CH:57]([CH3:59])[CH3:58])[C:13]([C:15]1[CH:16]=[C:17]2[C:22](=[CH:23][CH:24]=1)[CH:21]=[C:20]([C:25]([OH:56])([C:32]1[N:33]=[CH:34][N:35]([C:37]([C:50]3[CH:55]=[CH:54][CH:53]=[CH:52][CH:51]=3)([C:44]3[CH:49]=[CH:48][CH:47]=[CH:46][CH:45]=3)[C:38]3[CH:43]=[CH:42][CH:41]=[CH:40][CH:39]=3)[CH:36]=1)[CH2:26][C:27](OCC)=[O:28])[CH:19]=[CH:18]2)=[O:14])([CH3:11])[CH3:10], predict the reaction product. The product is: [OH:56][C:25]([C:20]1[CH:21]=[C:22]2[C:17](=[CH:18][CH:19]=1)[CH:16]=[C:15]([C:13]([N:12]([CH:57]([CH3:59])[CH3:58])[CH:9]([CH3:10])[CH3:11])=[O:14])[CH:24]=[CH:23]2)([C:32]1[N:33]=[CH:34][N:35]([C:37]([C:44]2[CH:49]=[CH:48][CH:47]=[CH:46][CH:45]=2)([C:50]2[CH:51]=[CH:52][CH:53]=[CH:54][CH:55]=2)[C:38]2[CH:43]=[CH:42][CH:41]=[CH:40][CH:39]=2)[CH:36]=1)[CH2:26][CH2:27][OH:28]. (2) Given the reactants [ClH:1].[C:2]([C:5]1[CH:53]=[CH:52][C:8]([C:9]([N:11]2[CH2:17][C@H:16]([NH:18][C:19](=[O:32])[C@@H:20]([N:22]([CH2:30][CH3:31])C(=O)OC(C)(C)C)[CH3:21])[C:15](=[O:33])[N:14]([CH2:34][C:35]3[C:44]4[C:39](=[CH:40][C:41]([Br:45])=[CH:42][CH:43]=4)[CH:38]=[CH:37][C:36]=3[O:46][CH3:47])[C:13]3[CH:48]=[CH:49][CH:50]=[CH:51][C:12]2=3)=[O:10])=[CH:7][CH:6]=1)(=[O:4])[CH3:3], predict the reaction product. The product is: [ClH:1].[C:2]([C:5]1[CH:6]=[CH:7][C:8]([C:9]([N:11]2[CH2:17][C@H:16]([NH:18][C:19](=[O:32])[C@@H:20]([NH:22][CH2:30][CH3:31])[CH3:21])[C:15](=[O:33])[N:14]([CH2:34][C:35]3[C:44]4[C:39](=[CH:40][C:41]([Br:45])=[CH:42][CH:43]=4)[CH:38]=[CH:37][C:36]=3[O:46][CH3:47])[C:13]3[CH:48]=[CH:49][CH:50]=[CH:51][C:12]2=3)=[O:10])=[CH:52][CH:53]=1)(=[O:4])[CH3:3]. (3) Given the reactants [F:1][C@H:2]1[C@@H:7]([O:8][C:9]2[CH:16]=[CH:15][C:14]([C:17]3[N:22]=[C:21]([NH:23][C:24]4[CH:29]=[CH:28][C:27]([N:30]5[CH2:35][CH2:34][N:33]([CH:36]6[CH2:39][O:38][CH2:37]6)[CH2:32][CH2:31]5)=[CH:26][CH:25]=4)[N:20]=[CH:19][N:18]=3)=[CH:13][C:10]=2[C:11]#[N:12])[CH2:6][CH2:5][NH:4][CH2:3]1.[O:40]1[CH2:43][C:42](=O)[CH2:41]1.CC(O)=O.C(O[BH-](OC(=O)C)OC(=O)C)(=O)C.[Na+], predict the reaction product. The product is: [F:1][C@H:2]1[C@@H:7]([O:8][C:9]2[CH:16]=[CH:15][C:14]([C:17]3[N:22]=[C:21]([NH:23][C:24]4[CH:29]=[CH:28][C:27]([N:30]5[CH2:31][CH2:32][N:33]([CH:36]6[CH2:39][O:38][CH2:37]6)[CH2:34][CH2:35]5)=[CH:26][CH:25]=4)[N:20]=[CH:19][N:18]=3)=[CH:13][C:10]=2[C:11]#[N:12])[CH2:6][CH2:5][N:4]([CH:42]2[CH2:43][O:40][CH2:41]2)[CH2:3]1. (4) Given the reactants [CH2:1]([O:3][C:4]([C:6]1[N:7]=[C:8](Br)[S:9][CH:10]=1)=[O:5])[CH3:2].[NH2:12][C:13]1[CH:14]=[C:15]([C:19]([F:22])([F:21])[F:20])[CH:16]=[CH:17][CH:18]=1.Cl, predict the reaction product. The product is: [CH2:1]([O:3][C:4]([C:6]1[N:7]=[C:8]([NH:12][C:13]2[CH:18]=[CH:17][CH:16]=[C:15]([C:19]([F:20])([F:21])[F:22])[CH:14]=2)[S:9][CH:10]=1)=[O:5])[CH3:2]. (5) Given the reactants C([O:8][C:9]1[CH:17]=[CH:16][CH:15]=[C:14]2[C:10]=1[CH:11]=[C:12]([C:19]([O:21][CH2:22][CH3:23])=[O:20])[N:13]2[CH3:18])C1C=CC=CC=1, predict the reaction product. The product is: [OH:8][C:9]1[CH:17]=[CH:16][CH:15]=[C:14]2[C:10]=1[CH:11]=[C:12]([C:19]([O:21][CH2:22][CH3:23])=[O:20])[N:13]2[CH3:18]. (6) Given the reactants Cl.O1CCOCC1.[OH:8][C@@H:9]([C:20]1[CH:25]=[CH:24][CH:23]=[C:22]([O:26][CH2:27][CH:28]2[CH2:32][CH2:31][CH2:30][O:29]2)[CH:21]=1)[CH2:10][CH2:11][NH:12]C(=O)OC(C)(C)C, predict the reaction product. The product is: [NH2:12][CH2:11][CH2:10][C@H:9]([C:20]1[CH:25]=[CH:24][CH:23]=[C:22]([O:26][CH2:27][CH:28]2[CH2:32][CH2:31][CH2:30][O:29]2)[CH:21]=1)[OH:8]. (7) Given the reactants [C:1]([SiH2:5][O:6][C:7]([CH3:17])([CH3:16])[C:8]1[CH:13]=[CH:12][N+:11]([O-])=[C:10]([CH3:15])[CH:9]=1)([CH3:4])([CH3:3])[CH3:2].C[Si]([C:22]#[N:23])(C)C.CN(C)C(Cl)=O.C(=O)(O)[O-].[Na+], predict the reaction product. The product is: [C:1]([SiH2:5][O:6][C:7]([CH3:17])([CH3:16])[C:8]1[CH:9]=[C:10]([CH3:15])[N:11]=[C:12]([C:22]#[N:23])[CH:13]=1)([CH3:4])([CH3:3])[CH3:2]. (8) The product is: [CH3:34][N:35]([CH3:36])[C:24]([C:7]1[C:8]2[C:9](=[N:10][C:11]([NH:14][C:15](=[O:23])[C:16]3[CH:21]=[CH:20][C:19]([CH3:22])=[CH:18][CH:17]=3)=[CH:12][CH:13]=2)[N:5]([C:1]([CH3:3])([CH3:4])[CH3:2])[CH:6]=1)=[O:25]. Given the reactants [C:1]([N:5]1[C:9]2=[N:10][C:11]([NH:14][C:15](=[O:23])[C:16]3[CH:21]=[CH:20][C:19]([CH3:22])=[CH:18][CH:17]=3)=[CH:12][CH:13]=[C:8]2[C:7]([C:24](O)=[O:25])=[CH:6]1)([CH3:4])([CH3:3])[CH3:2].F[P-](F)(F)(F)(F)F.[CH3:34][N+:35](C)=[C:36](N(C)C)ON1C2N=CC=CC=2N=N1.C(N(CC)CC)C, predict the reaction product.